From a dataset of Reaction yield outcomes from USPTO patents with 853,638 reactions. Predict the reaction yield, written as a fraction of the theoretical maximum amount of product (1.0 means a 100% yield; for example, 0.34 means a 34% yield). (1) The product is [C:1]1([CH:7]2[CH2:12][CH2:11][C:10](=[N:14][OH:15])[CH2:9][CH2:8]2)[CH:6]=[CH:5][CH:4]=[CH:3][CH:2]=1. The catalyst is C(O)C. The reactants are [C:1]1([CH:7]2[CH2:12][CH2:11][C:10](=O)[CH2:9][CH2:8]2)[CH:6]=[CH:5][CH:4]=[CH:3][CH:2]=1.[NH2:14][OH:15].O. The yield is 0.614. (2) The reactants are OC1C=CC(C(C2C=CC(O)=CC=2)(C)C)=CC=1.ClC1C=CC(C(C2C=CC(Cl)=CC=2)=O)=CC=1.[OH-].[Na+].[N+]([C:39]1[CH:40]=[C:41]([C:47]#[N:48])[C:42](=[CH:45][CH:46]=1)[C:43]#[N:44])([O-])=O.Cl. The catalyst is C1(C)C=CC=CC=1.CS(C)=O. The product is [C:47](#[N:48])[C:41]1[C:42](=[CH:45][CH:46]=[CH:39][CH:40]=1)[C:43]#[N:44]. The yield is 0.970.